This data is from Catalyst prediction with 721,799 reactions and 888 catalyst types from USPTO. The task is: Predict which catalyst facilitates the given reaction. (1) Reactant: [C:1]([Si:5]([CH3:14])([CH3:13])[O:6][CH2:7][CH2:8][O:9][CH:10](O)[CH3:11])([CH3:4])([CH3:3])[CH3:2].[CH2:15]([OH:27])[CH2:16][O:17][CH2:18][CH2:19][O:20]CCOCCO.CC([Si](Cl)(C)C)(C)C.N1C=CN=C1. Product: [C:1]([Si:5]([CH3:14])([CH3:13])[O:6][CH2:7][CH2:8][O:9][CH2:10][CH2:11][O:27][CH2:15][CH2:16][O:17][CH2:18][CH2:19][OH:20])([CH3:4])([CH3:3])[CH3:2]. The catalyst class is: 3. (2) Reactant: [F:1][C:2]([F:23])([F:22])[CH2:3][CH2:4]/[CH:5]=[C:6](/[NH:11]C(OCC1C=CC=CC=1)=O)\[C:7]([O:9][CH3:10])=[O:8]. Product: [F:1][C:2]([F:22])([F:23])[CH2:3][CH2:4][CH2:5][C@@H:6]([C:7]([O:9][CH3:10])=[O:8])[NH2:11]. The catalyst class is: 50.